Predict the reaction yield, written as a fraction of the theoretical maximum amount of product (1.0 means a 100% yield; for example, 0.34 means a 34% yield). From a dataset of Reaction yield outcomes from USPTO patents with 853,638 reactions. The reactants are [Br:1][C:2]1[CH:11]=[C:10]2[C:5]([C:6]3[CH:16]=[CH:15][C:14]([Br:17])=[CH:13][C:7]=3[C:8](=O)[O:9]2)=[CH:4][CH:3]=1.[Li+].[BH4-]. The catalyst is C1COCC1. The product is [Br:1][C:2]1[CH:11]=[C:10]2[C:5]([C:6]3[CH:16]=[CH:15][C:14]([Br:17])=[CH:13][C:7]=3[CH2:8][O:9]2)=[CH:4][CH:3]=1. The yield is 0.860.